This data is from Full USPTO retrosynthesis dataset with 1.9M reactions from patents (1976-2016). The task is: Predict the reactants needed to synthesize the given product. (1) Given the product [F:11][C:12]([N:17]1[CH:21]=[CH:20][N:19]=[CH:18]1)=[C:13]([F:15])[F:14], predict the reactants needed to synthesize it. The reactants are: C1(C(F)(F)F)C=CC=CC=1.[F:11][C:12]([N:17]1[CH:21]=[CH:20][N:19]=[CH:18]1)(F)[CH:13]([F:15])[F:14]. (2) The reactants are: [Cl:1][C:2]1[CH:3]=[C:4]([C:13]2[C:22]3[CH:21]=[C:20]4[O:23][N:24]=[C:25]([NH2:26])[C:19]4=[CH:18][C:17]=3[N:16]=[CH:15][CH:14]=2)[CH:5]=[N:6][C:7]=1[O:8][CH2:9][CH:10]([CH3:12])[CH3:11].[CH:27]1([S:30](Cl)(=[O:32])=[O:31])[CH2:29][CH2:28]1.O.CCCC[N+](CCCC)(CCCC)CCCC.[F-]. Given the product [Cl:1][C:2]1[CH:3]=[C:4]([C:13]2[C:22]3[CH:21]=[C:20]4[O:23][N:24]=[C:25]([NH:26][S:30]([CH:27]5[CH2:29][CH2:28]5)(=[O:32])=[O:31])[C:19]4=[CH:18][C:17]=3[N:16]=[CH:15][CH:14]=2)[CH:5]=[N:6][C:7]=1[O:8][CH2:9][CH:10]([CH3:12])[CH3:11], predict the reactants needed to synthesize it. (3) Given the product [CH2:1]([O:3][C:4](=[O:26])[CH2:5][C:6]1[N:8]([C:19]2[CH:24]=[CH:23][C:22]([F:25])=[CH:21][CH:20]=2)[CH:9]=[C:10]([C:12]2[CH:17]=[CH:16][C:15]([F:18])=[CH:14][CH:13]=2)[N:31]=1)[CH3:2], predict the reactants needed to synthesize it. The reactants are: [CH2:1]([O:3][C:4](=[O:26])[CH2:5][C:6]([N:8]([C:19]1[CH:24]=[CH:23][C:22]([F:25])=[CH:21][CH:20]=1)[CH2:9][C:10]([C:12]1[CH:17]=[CH:16][C:15]([F:18])=[CH:14][CH:13]=1)=O)=O)[CH3:2].C([O-])(=O)C.[NH4+:31].